Dataset: Forward reaction prediction with 1.9M reactions from USPTO patents (1976-2016). Task: Predict the product of the given reaction. (1) Given the reactants C(OC(=O)[NH:7][C:8]1[CH:13]=[C:12]([CH3:14])[C:11]([Cl:15])=[CH:10][C:9]=1[NH:16][C:17](=[O:36])[CH2:18][C:19]([C:21]1[CH:26]=[CH:25][CH:24]=[C:23]([C:27]2[CH:28]=[N:29][C:30]([CH:33]([CH3:35])[CH3:34])=[CH:31][CH:32]=2)[CH:22]=1)=O)(C)(C)C.C(O)(C(F)(F)F)=O, predict the reaction product. The product is: [Cl:15][C:11]1[C:12]([CH3:14])=[CH:13][C:8]2[N:7]=[C:19]([C:21]3[CH:26]=[CH:25][CH:24]=[C:23]([C:27]4[CH:28]=[N:29][C:30]([CH:33]([CH3:35])[CH3:34])=[CH:31][CH:32]=4)[CH:22]=3)[CH2:18][C:17](=[O:36])[NH:16][C:9]=2[CH:10]=1. (2) Given the reactants [H-].[Na+].CN(C=O)C.[CH3:8][O:9][C:10]1[CH:15]=[CH:14][C:13]([C:16]2[C:29](=[O:30])[C:28]3[C:19](=[C:20]([O:31][CH2:32][CH2:33][CH3:34])[CH:21]=[C:22]4[C:27]=3[O:26][CH2:25][CH2:24][CH2:23]4)[NH:18][CH:17]=2)=[CH:12][CH:11]=1.Br[CH2:36][C:37]([O:39][CH2:40][CH3:41])=[O:38], predict the reaction product. The product is: [CH3:8][O:9][C:10]1[CH:11]=[CH:12][C:13]([C:16]2[C:29](=[O:30])[C:28]3[C:19](=[C:20]([O:31][CH2:32][CH2:33][CH3:34])[CH:21]=[C:22]4[C:27]=3[O:26][CH2:25][CH2:24][CH2:23]4)[N:18]([CH2:36][C:37]([O:39][CH2:40][CH3:41])=[O:38])[CH:17]=2)=[CH:14][CH:15]=1. (3) Given the reactants [CH2:1]1[C:6]2([CH2:11][CH2:10][N:9](C(OC(C)(C)C)=O)[CH2:8][CH2:7]2)[CH2:5][N:4]([C:19]([O:21][CH2:22][C:23]2[CH:28]=[CH:27][CH:26]=[CH:25][CH:24]=2)=[O:20])[CH2:3][CH2:2]1.O1CCOCC1.[ClH:35], predict the reaction product. The product is: [ClH:35].[CH2:1]1[C:6]2([CH2:11][CH2:10][NH:9][CH2:8][CH2:7]2)[CH2:5][N:4]([C:19]([O:21][CH2:22][C:23]2[CH:24]=[CH:25][CH:26]=[CH:27][CH:28]=2)=[O:20])[CH2:3][CH2:2]1. (4) Given the reactants [Cl-].[Ce+3].[Cl-].[Cl-].[CH:5](/[Mg]Br)=[CH:6]\[CH3:7].CON(C)[C:13](=[O:45])[CH2:14][N:15]([C@@H:23]([C:33](=[CH2:44])[CH2:34][CH2:35][O:36][Si:37]([CH3:43])([CH3:42])[C:38]([CH3:41])([CH3:40])[CH3:39])[CH2:24][O:25][Si:26]([CH3:32])([CH3:31])[C:27]([CH3:30])([CH3:29])[CH3:28])[C:16](=[O:22])[O:17][C:18]([CH3:21])([CH3:20])[CH3:19], predict the reaction product. The product is: [CH3:28][C:27]([CH3:30])([Si:26]([CH3:31])([CH3:32])[O:25][CH2:24][C@@H:23]([N:15]([CH2:14][C:13](=[O:45])[CH:5]=[CH:6][CH3:7])[C:16](=[O:22])[O:17][C:18]([CH3:21])([CH3:20])[CH3:19])[C:33](=[CH2:44])[CH2:34][CH2:35][O:36][Si:37]([CH3:42])([CH3:43])[C:38]([CH3:39])([CH3:40])[CH3:41])[CH3:29]. (5) Given the reactants [Cl:1][C:2]1[CH:7]=[CH:6][C:5]([NH:8][C:9]([NH2:11])=[S:10])=[CH:4][C:3]=1[O:12][CH3:13].Br[CH2:15][C:16](=O)[C:17]([OH:19])=[O:18], predict the reaction product. The product is: [Cl:1][C:2]1[CH:7]=[CH:6][C:5]([NH:8][C:9]2[S:10][CH:15]=[C:16]([C:17]([OH:19])=[O:18])[N:11]=2)=[CH:4][C:3]=1[O:12][CH3:13]. (6) The product is: [F:1][C:2]1[CH:7]=[CH:6][C:5]([C:8]2([CH2:14][CH2:15][NH2:16])[CH2:13][CH2:12][O:11][CH2:10][CH2:9]2)=[CH:4][CH:3]=1. Given the reactants [F:1][C:2]1[CH:7]=[CH:6][C:5]([C:8]2([CH2:14][C:15]#[N:16])[CH2:13][CH2:12][O:11][CH2:10][CH2:9]2)=[CH:4][CH:3]=1.[H-].[H-].[H-].[H-].[Li+].[Al+3], predict the reaction product. (7) Given the reactants [CH2:1]([O:8][N:9]1[C:15](=[O:16])[N:14]2[CH2:17][C@H:10]1[CH2:11][CH2:12][C@H:13]2[C:18]([OH:20])=O)[C:2]1[CH:7]=[CH:6][CH:5]=[CH:4][CH:3]=1.C1C=CC2[N:29]([OH:30])N=NC=2C=1.[CH3:31]CN=C=NCCCN(C)C.Cl.CN1CCOCC1.[C:50]([O:54][C:55]([N:57]1[CH2:61][CH2:60][CH2:59][C@H:58]1[CH2:62][O:63]N)=[O:56])([CH3:53])([CH3:52])[CH3:51], predict the reaction product. The product is: [C:50]([O:54][C:55]([N:57]1[CH2:61][CH2:60][CH2:59][C@H:58]1[C:62](=[O:63])[N:29]([C:18]([C@@H:13]1[CH2:12][CH2:11][C@@H:10]2[CH2:17][N:14]1[C:15](=[O:16])[N:9]2[O:8][CH2:1][C:2]1[CH:3]=[CH:4][CH:5]=[CH:6][CH:7]=1)=[O:20])[O:30][CH3:31])=[O:56])([CH3:51])([CH3:52])[CH3:53].